This data is from Full USPTO retrosynthesis dataset with 1.9M reactions from patents (1976-2016). The task is: Predict the reactants needed to synthesize the given product. (1) Given the product [CH3:18][O:17][C:16]1[CH:15]=[CH:14][C:4]([C:5]([NH:7][C:8]2[CH:13]=[CH:12][CH:11]=[CH:10][CH:9]=2)=[O:6])=[CH:3][C:2]=1[NH:1][C:29]([NH:28][C:25]1[CH:24]=[CH:23][C:22]([N+:19]([O-:21])=[O:20])=[CH:27][CH:26]=1)=[S:30], predict the reactants needed to synthesize it. The reactants are: [NH2:1][C:2]1[CH:3]=[C:4]([CH:14]=[CH:15][C:16]=1[O:17][CH3:18])[C:5]([NH:7][C:8]1[CH:13]=[CH:12][CH:11]=[CH:10][CH:9]=1)=[O:6].[N+:19]([C:22]1[CH:27]=[CH:26][C:25]([N:28]=[C:29]=[S:30])=[CH:24][CH:23]=1)([O-:21])=[O:20]. (2) Given the product [N+:12]([C:4]1[C:3]([C:6]2[CH:7]=[N:8][CH:9]=[CH:10][CH:11]=2)=[N:2][NH:1][CH:5]=1)([O-:14])=[O:13], predict the reactants needed to synthesize it. The reactants are: [NH:1]1[CH:5]=[CH:4][C:3]([C:6]2[CH:7]=[N:8][CH:9]=[CH:10][CH:11]=2)=[N:2]1.[N+:12]([O-])([OH:14])=[O:13].C(=O)([O-])[O-].[Na+].[Na+].